This data is from Reaction yield outcomes from USPTO patents with 853,638 reactions. The task is: Predict the reaction yield, written as a fraction of the theoretical maximum amount of product (1.0 means a 100% yield; for example, 0.34 means a 34% yield). (1) The reactants are [O:1]=[CH:2][CH2:3][C@H:4]1[CH2:15][CH2:14][C:13]2[S:12][C:11]3[N:10]=[CH:9][N:8]=[C:7]([NH:16][CH:17]4[CH2:22][CH2:21][CH:20]([NH:23][C:24](=[O:30])[O:25][C:26]([CH3:29])([CH3:28])[CH3:27])[CH2:19][CH2:18]4)[C:6]=3[C:5]1=2.[CH3:31][Mg+].[Br-]. The catalyst is O1CCCC1. The product is [OH:1][CH:2]([CH3:31])[CH2:3][C@H:4]1[CH2:15][CH2:14][C:13]2[S:12][C:11]3[N:10]=[CH:9][N:8]=[C:7]([NH:16][CH:17]4[CH2:18][CH2:19][CH:20]([NH:23][C:24](=[O:30])[O:25][C:26]([CH3:27])([CH3:29])[CH3:28])[CH2:21][CH2:22]4)[C:6]=3[C:5]1=2. The yield is 0.420. (2) The reactants are [Cl:1][C:2]1[CH:11]=[CH:10][C:9]([NH2:12])=[C:8]2[C:3]=1[CH:4]=[CH:5][CH:6]=[N:7]2.[C:13]1([S:19](Cl)(=[O:21])=[O:20])[CH:18]=[CH:17][CH:16]=[CH:15][CH:14]=1. The catalyst is CN(C1C=CN=CC=1)C. The product is [Cl:1][C:2]1[CH:11]=[CH:10][C:9]([NH:12][S:19]([C:13]2[CH:18]=[CH:17][CH:16]=[CH:15][CH:14]=2)(=[O:21])=[O:20])=[C:8]2[C:3]=1[CH:4]=[CH:5][CH:6]=[N:7]2. The yield is 0.640. (3) The reactants are [CH2:1]=[C:2]([CH:4]1[C:12]2[C:11]3[CH:13]=[CH:14][CH:15]=[CH:16][C:10]=3[O:9][C:8]=2[CH:7]=[CH:6][C:5]1(C(C)=C)[NH2:17])[CH3:3].[CH2:21](O)[CH3:22].[C:24](O)(=O)C. The yield is 0.340. The catalyst is [Pd].[Pt]. The product is [CH:2]([C:4]1[C:12]2[C:11]3[CH:13]=[CH:14][CH:15]=[CH:16][C:10]=3[O:9][C:8]=2[CH:7]=[C:6]([CH:21]([CH3:22])[CH3:24])[C:5]=1[NH2:17])([CH3:3])[CH3:1]. (4) The reactants are C([O:3][C:4](=[O:35])[CH2:5][CH2:6][C:7]1[CH:12]=[CH:11][CH:10]=[C:9]([N:13]2[C:17]([NH:18][C:19]([C:21]3[N:22]=[CH:23][C:24]4[C:29]([CH:30]=3)=[CH:28][CH:27]=[CH:26][CH:25]=4)=[O:20])=[CH:16][C:15]([C:31]([CH3:34])([CH3:33])[CH3:32])=[N:14]2)[CH:8]=1)C.[Li+].[OH-]. The catalyst is CO. The product is [C:31]([C:15]1[CH:16]=[C:17]([NH:18][C:19]([C:21]2[N:22]=[CH:23][C:24]3[C:29]([CH:30]=2)=[CH:28][CH:27]=[CH:26][CH:25]=3)=[O:20])[N:13]([C:9]2[CH:8]=[C:7]([CH2:6][CH2:5][C:4]([OH:35])=[O:3])[CH:12]=[CH:11][CH:10]=2)[N:14]=1)([CH3:34])([CH3:32])[CH3:33]. The yield is 0.880. (5) The reactants are CO[C:3]([C:5]1[CH:6]=[C:7]2[C:11](=[CH:12][CH:13]=1)[NH:10][N:9]=[CH:8]2)=[O:4].[CH:14]1(Br)[CH2:18][CH2:17][CH2:16][CH2:15]1. No catalyst specified. The product is [CH:14]1([N:10]2[C:11]3[C:7](=[CH:6][C:5]([CH2:3][OH:4])=[CH:13][CH:12]=3)[CH:8]=[N:9]2)[CH2:18][CH2:17][CH2:16][CH2:15]1. The yield is 0.420. (6) The reactants are [NH2:1][C:2]1[C:7]([N+:8]([O-])=O)=[CH:6][N:5]=[CH:4][C:3]=1[C:11]1[CH:12]=[C:13]([CH:20]=[C:21]([F:23])[CH:22]=1)[CH2:14][NH:15][S:16]([CH3:19])(=[O:18])=[O:17].[NH4+].[Cl-]. The catalyst is CO.[Fe]. The product is [NH2:1][C:2]1[C:7]([NH2:8])=[CH:6][N:5]=[CH:4][C:3]=1[C:11]1[CH:12]=[C:13]([CH:20]=[C:21]([F:23])[CH:22]=1)[CH2:14][NH:15][S:16]([CH3:19])(=[O:17])=[O:18]. The yield is 0.773.